Dataset: hERG potassium channel inhibition data for cardiac toxicity prediction from Karim et al.. Task: Regression/Classification. Given a drug SMILES string, predict its toxicity properties. Task type varies by dataset: regression for continuous values (e.g., LD50, hERG inhibition percentage) or binary classification for toxic/non-toxic outcomes (e.g., AMES mutagenicity, cardiotoxicity, hepatotoxicity). Dataset: herg_karim. (1) The compound is CS(=O)(=O)c1ccc2nc(N3CCN(C(=O)[C@@H]4CCCC[C@H]4C(=O)NC4(C#N)CC4)CC3)sc2c1. The result is 0 (non-blocker). (2) The molecule is COc1ccc2ncc(F)c(CCN3CC[C@@H](NCc4cc5c(cn4)OCCO5)[C@@H](O)C3)c2n1. The result is 1 (blocker).